From a dataset of Forward reaction prediction with 1.9M reactions from USPTO patents (1976-2016). Predict the product of the given reaction. (1) Given the reactants [O:1]1[C:5]2([CH2:10][CH2:9][CH:8]([N:11]3[C:16](=[O:17])[C:15]([CH2:18][C:19]4[CH:24]=[CH:23][C:22]([C:25]5[C:26]([C:31]#[N:32])=[CH:27][CH:28]=[CH:29][CH:30]=5)=[CH:21][C:20]=4[F:33])=[C:14]([CH2:34][CH2:35][CH3:36])[N:13]4[N:37]=[CH:38][N:39]=[C:12]34)[CH2:7][CH2:6]2)OCC1.Cl.O1CCC[CH2:42]1, predict the reaction product. The product is: [F:33][C:20]1[CH:21]=[C:22]([C:25]2[C:26]([C:31]#[N:32])=[CH:27][CH:28]=[CH:29][CH:30]=2)[CH:23]=[CH:24][C:19]=1[CH2:18][C:15]1[C:16](=[O:17])[N:11]([C@H:8]2[CH2:7][CH2:6][C@H:5]([OH:1])[CH2:10][CH2:9]2)[C:12]2[N:13]([N:37]=[C:38]([CH3:42])[N:39]=2)[C:14]=1[CH2:34][CH2:35][CH3:36]. (2) Given the reactants [F:1][CH:2]([F:23])[O:3][C:4]1[C:5]([OH:22])=[C:6]([C:12]2[CH:13]=[C:14]3[C:18](=[CH:19][CH:20]=2)[C:17](=[O:21])[O:16][CH2:15]3)[CH:7]=[CH:8][C:9]=1[O:10][CH3:11].C(=O)([O-])[O-].[K+].[K+].[CH2:30](Br)[CH2:31][CH3:32], predict the reaction product. The product is: [F:23][CH:2]([F:1])[O:3][C:4]1[C:5]([O:22][CH2:30][CH2:31][CH3:32])=[C:6]([C:12]2[CH:13]=[C:14]3[C:18](=[CH:19][CH:20]=2)[C:17](=[O:21])[O:16][CH2:15]3)[CH:7]=[CH:8][C:9]=1[O:10][CH3:11]. (3) The product is: [C:27]([C:25]1[N:24]=[CH:23][N:22]=[C:21]([NH:20][C:8]2[CH:9]=[C:10]3[C:15](=[C:6]([NH:5][C:1]([CH3:2])([CH3:3])[CH3:4])[N:7]=2)[C:14](=[O:16])[N:13]([CH2:17][CH2:18][OH:19])[CH:12]=[CH:11]3)[CH:26]=1)(=[O:29])[CH3:28]. Given the reactants [C:1]([NH:5][C:6]1[N:7]=[C:8]([NH:20][C:21]2[CH:26]=[C:25]([C:27]([O:29]CC)=[CH2:28])[N:24]=[CH:23][N:22]=2)[CH:9]=[C:10]2[C:15]=1[C:14](=[O:16])[N:13]([CH2:17][CH2:18][OH:19])[CH:12]=[CH:11]2)([CH3:4])([CH3:3])[CH3:2].Cl, predict the reaction product. (4) Given the reactants [NH2:1][C:2]1[C:7]2=[C:8]([C:20]3[NH:21][C:22]4[C:27]([CH:28]=3)=[CH:26][CH:25]=[CH:24][C:23]=4[O:29][CH3:30])[N:9]=[C:10]([C@H:11]3[CH2:16][CH2:15][C@H:14]([C:17]([OH:19])=[O:18])[CH2:13][CH2:12]3)[N:6]2[N:5]=[CH:4][N:3]=1.C(O)C[CH2:33][OH:34].C[OH:37], predict the reaction product. The product is: [NH2:21][C:22]([CH2:23][OH:29])([CH2:27][OH:37])[CH2:33][OH:34].[NH2:1][C:2]1[C:7]2=[C:8]([C:20]3[NH:21][C:22]4[C:27]([CH:28]=3)=[CH:26][CH:25]=[CH:24][C:23]=4[O:29][CH3:30])[N:9]=[C:10]([C@H:11]3[CH2:16][CH2:15][C@H:14]([C:17]([OH:19])=[O:18])[CH2:13][CH2:12]3)[N:6]2[N:5]=[CH:4][N:3]=1. (5) Given the reactants [C:1](#[N:5])[CH2:2][C:3]#[N:4].CN(C)C=O.C(=O)([O-])[O-].[K+].[K+].[N:17]([C:20]1[CH:25]=[CH:24][CH:23]=[CH:22][CH:21]=1)=[C:18]=[S:19].Br[CH2:27][C:28]([C:30]1[CH:35]=[CH:34][C:33]([CH3:36])=[CH:32][CH:31]=1)=[O:29], predict the reaction product. The product is: [NH2:4][C:3]1[C:2]([C:1]#[N:5])=[C:18]([NH:17][C:20]2[CH:25]=[CH:24][CH:23]=[CH:22][CH:21]=2)[S:19][C:27]=1[C:28](=[O:29])[C:30]1[CH:35]=[CH:34][C:33]([CH3:36])=[CH:32][CH:31]=1. (6) Given the reactants [CH:1]([N:4]1[C:8]([C:9]2[S:10][C:11]3[CH2:12][CH2:13][O:14][C:15]4[CH:22]=[C:21](B5OC(C)(C)C(C)(C)O5)[CH:20]=[CH:19][C:16]=4[C:17]=3[N:18]=2)=[N:7][C:6]([CH3:32])=[N:5]1)([CH3:3])[CH3:2].[C:33]([O:37][C:38]([N:40]1[CH2:45][C:44](OS(C(F)(F)F)(=O)=O)=[CH:43][CH2:42][CH2:41]1)=[O:39])([CH3:36])([CH3:35])[CH3:34].C(=O)([O-])[O-].[Na+].[Na+].ClCCl, predict the reaction product. The product is: [C:33]([O:37][C:38]([N:40]1[CH2:41][C:42]([C:21]2[CH:20]=[CH:19][C:16]3[C:17]4[N:18]=[C:9]([C:8]5[N:4]([CH:1]([CH3:2])[CH3:3])[N:5]=[C:6]([CH3:32])[N:7]=5)[S:10][C:11]=4[CH2:12][CH2:13][O:14][C:15]=3[CH:22]=2)=[CH:43][CH2:44][CH2:45]1)=[O:39])([CH3:36])([CH3:34])[CH3:35]. (7) The product is: [F:19][C:17]([F:18])([F:20])[C:2]1[C:3]2[C:12]([NH:13][C:14](=[O:16])[CH:15]=1)=[CH:11][CH:10]=[C:9]1[C:4]=2[NH:5][CH2:6][CH2:7][S:8]1. Given the reactants O[C:2]1([C:17]([F:20])([F:19])[F:18])[CH2:15][C:14](=[O:16])[NH:13][C:12]2[C:3]1=[C:4]1[C:9](=[CH:10][CH:11]=2)[S:8][CH2:7][CH2:6][NH:5]1.C(=O)([O-])[O-].[Na+].[Na+], predict the reaction product. (8) Given the reactants Cl[C:2]1[C:7]([C:8]([C:10]2[CH:15]=[CH:14][CH:13]=[CH:12][CH:11]=2)=O)=[CH:6][CH:5]=[C:4]([Cl:16])[N:3]=1.[CH3:17][NH:18][NH2:19], predict the reaction product. The product is: [Cl:16][C:4]1[N:3]=[C:2]2[N:18]([CH3:17])[N:19]=[C:8]([C:10]3[CH:15]=[CH:14][CH:13]=[CH:12][CH:11]=3)[C:7]2=[CH:6][CH:5]=1.